From a dataset of Forward reaction prediction with 1.9M reactions from USPTO patents (1976-2016). Predict the product of the given reaction. Given the reactants Cl[C:2]1[C:11]2[C:6](=[CH:7][CH:8]=[CH:9][CH:10]=2)[N:5]=[CH:4][N:3]=1.Br[C:13]1[CH:14]=[N:15][C:16](C(C)(C)C)=[CH:17][C:18]=1[NH2:19].C(=O)([O-])[O-].[K+].[K+].C1(P(C2C=CC=CC=2)C2C=CC=CC=2)C=CC=CC=1, predict the reaction product. The product is: [CH:10]1[C:11]2[C:2]3[N:3]([CH:4]=[N:5][C:6]=2[CH:7]=[CH:8][CH:9]=1)[C:17]1[C:18](=[CH:13][CH:14]=[N:15][CH:16]=1)[N:19]=3.